Dataset: Reaction yield outcomes from USPTO patents with 853,638 reactions. Task: Predict the reaction yield, written as a fraction of the theoretical maximum amount of product (1.0 means a 100% yield; for example, 0.34 means a 34% yield). (1) The reactants are [Cl:1][C:2]1[S:6][C:5]([C:7]([NH:9][C@@H:10]([CH2:23][C:24]2[CH:29]=[CH:28][CH:27]=[CH:26][C:25]=2[C:30]([F:33])([F:32])[F:31])[CH2:11][N:12]2C(=O)C3C(=CC=CC=3)C2=O)=[O:8])=[CH:4][C:3]=1[C:34]1[N:38]([CH3:39])[N:37]=[N:36][CH:35]=1.NN. The catalyst is CO.O. The product is [NH2:12][CH2:11][C@@H:10]([NH:9][C:7]([C:5]1[S:6][C:2]([Cl:1])=[C:3]([C:34]2[N:38]([CH3:39])[N:37]=[N:36][CH:35]=2)[CH:4]=1)=[O:8])[CH2:23][C:24]1[CH:29]=[CH:28][CH:27]=[CH:26][C:25]=1[C:30]([F:33])([F:32])[F:31]. The yield is 0.750. (2) The reactants are [O:1]1[CH2:6][CH2:5][N:4]([C:7]([C:9]2[CH:14]=[C:13]([C:15]([F:18])([F:17])[F:16])[CH:12]=[C:11]([N+:19]([O-:21])=[O:20])[CH:10]=2)=O)[CH2:3][CH2:2]1.CSC.B. The catalyst is C1COCC1. The product is [N+:19]([C:11]1[CH:10]=[C:9]([CH:14]=[C:13]([C:15]([F:18])([F:17])[F:16])[CH:12]=1)[CH2:7][N:4]1[CH2:3][CH2:2][O:1][CH2:6][CH2:5]1)([O-:21])=[O:20]. The yield is 0.270. (3) The reactants are [BH4-].[Na+].C(O)(C(F)(F)F)=O.[CH2:10]([O:13][C:14](=[O:47])[C@@H:15]([NH:34][C:35](=[O:46])[C:36]1[C:41]([F:42])=[CH:40][C:39]([C:43]#[N:44])=[CH:38][C:37]=1[F:45])[CH2:16][C:17]1[CH:22]=[CH:21][C:20]([C:23]2[C:24](=[O:33])[N:25]([CH3:32])[C:26](=[O:31])[N:27]([CH3:30])[C:28]=2[CH3:29])=[CH:19][CH:18]=1)[CH2:11][CH3:12].C[Si](Cl)(C)C. The catalyst is C1COCC1.C(OC(C)C)(=O)C.C(O)(C)C. The product is [CH2:10]([O:13][C:14](=[O:47])[C@@H:15]([NH:34][C:35](=[O:46])[C:36]1[C:37]([F:45])=[CH:38][C:39]([CH2:43][NH2:44])=[CH:40][C:41]=1[F:42])[CH2:16][C:17]1[CH:22]=[CH:21][C:20]([C:23]2[C:24](=[O:33])[N:25]([CH3:32])[C:26](=[O:31])[N:27]([CH3:30])[C:28]=2[CH3:29])=[CH:19][CH:18]=1)[CH2:11][CH3:12]. The yield is 0.630. (4) The reactants are [Cl:1][C:2]1[N:7]=[C:6]([Cl:8])[C:5]([NH2:9])=[CH:4][N:3]=1.[CH3:10][C:11]([CH3:13])=O.C([BH3-])#N.[Na+]. The catalyst is ClCCl.[Ti](Cl)(Cl)(Cl)Cl. The product is [Cl:1][C:2]1[N:7]=[C:6]([Cl:8])[C:5]([NH:9][CH:11]([CH3:13])[CH3:10])=[CH:4][N:3]=1. The yield is 0.740. (5) The reactants are Cl[CH:2]([CH:16]1[CH2:21][CH2:20][CH2:19][CH2:18][CH2:17]1)[C:3]1[CH:4]=[C:5]([C:9]2[CH:14]=[CH:13][C:12]([F:15])=[CH:11][N:10]=2)[O:6][C:7]=1[CH3:8].[NH2:22][C:23]1[CH:28]=[CH:27][C:26]([C:29]([NH:31][CH2:32][CH2:33][C:34]([O:36]CC)=[O:35])=[O:30])=[CH:25][CH:24]=1.C(=O)([O-])[O-].[Na+].[Na+].[I-].[Na+]. The catalyst is CN(C)C(=O)C.O. The product is [CH:16]1([CH:2]([NH:22][C:23]2[CH:24]=[CH:25][C:26]([C:29]([NH:31][CH2:32][CH2:33][C:34]([OH:36])=[O:35])=[O:30])=[CH:27][CH:28]=2)[C:3]2[CH:4]=[C:5]([C:9]3[CH:14]=[CH:13][C:12]([F:15])=[CH:11][N:10]=3)[O:6][C:7]=2[CH3:8])[CH2:21][CH2:20][CH2:19][CH2:18][CH2:17]1. The yield is 0.520. (6) The reactants are Br[CH2:2][C:3]([C:5]1[C:6](=[O:16])[O:7][C:8]2[C:13]([CH:14]=1)=[CH:12][CH:11]=[C:10]([F:15])[CH:9]=2)=O.[F:17][C:18]1[CH:19]=[N:20][C:21]([NH2:24])=[N:22][CH:23]=1. The catalyst is CCO. The product is [F:15][C:10]1[CH:9]=[C:8]2[C:13]([CH:14]=[C:5]([C:3]3[N:24]=[C:21]4[N:22]=[CH:23][C:18]([F:17])=[CH:19][N:20]4[CH:2]=3)[C:6](=[O:16])[O:7]2)=[CH:12][CH:11]=1. The yield is 0.700. (7) The reactants are [Br:1][C:2]1[C:7](=[O:8])[C:6]2[CH:9]=[CH:10][CH:11]=[CH:12][C:5]=2[O:4][C:3]=1[C:13]1[CH:18]=[CH:17][CH:16]=[CH:15][CH:14]=1.[NH2:19]C1C=CC2C(=O)C=C(C3C=CC=CC=3)OC=2C=1. No catalyst specified. The product is [NH2:19][C:11]1[CH:10]=[CH:9][C:6]2[C:7](=[O:8])[C:2]([Br:1])=[C:3]([C:13]3[CH:14]=[CH:15][CH:16]=[CH:17][CH:18]=3)[O:4][C:5]=2[CH:12]=1. The yield is 0.800.